Dataset: Peptide-MHC class II binding affinity with 134,281 pairs from IEDB. Task: Regression. Given a peptide amino acid sequence and an MHC pseudo amino acid sequence, predict their binding affinity value. This is MHC class II binding data. (1) The peptide sequence is QEALEDFREFSRAKGL. The MHC is DRB1_0701 with pseudo-sequence DRB1_0701. The binding affinity (normalized) is 0.574. (2) The peptide sequence is EKKYFAATCFEPLAA. The MHC is HLA-DQA10501-DQB10301 with pseudo-sequence HLA-DQA10501-DQB10301. The binding affinity (normalized) is 0.374. (3) The binding affinity (normalized) is 0.629. The peptide sequence is SQDLCLSWNLNGLQAY. The MHC is DRB1_1302 with pseudo-sequence DRB1_1302.